Dataset: TCR-epitope binding with 47,182 pairs between 192 epitopes and 23,139 TCRs. Task: Binary Classification. Given a T-cell receptor sequence (or CDR3 region) and an epitope sequence, predict whether binding occurs between them. (1) The epitope is AYILFTRFFYV. The TCR CDR3 sequence is CASSDSGTDTQYF. Result: 0 (the TCR does not bind to the epitope). (2) The epitope is RILGAGCFV. The TCR CDR3 sequence is CSAQAPKAGGASVDTQYF. Result: 0 (the TCR does not bind to the epitope). (3) Result: 1 (the TCR binds to the epitope). The epitope is YLDAYNMMI. The TCR CDR3 sequence is CASSPHGVRETQYF. (4) The epitope is ATDALMTGY. The TCR CDR3 sequence is CASSQDLATPSGANVLTF. Result: 0 (the TCR does not bind to the epitope). (5) The epitope is FLYNLLTRV. The TCR CDR3 sequence is CSARALLRDTEAFF. Result: 0 (the TCR does not bind to the epitope).